This data is from Full USPTO retrosynthesis dataset with 1.9M reactions from patents (1976-2016). The task is: Predict the reactants needed to synthesize the given product. Given the product [CH3:27][C:25]([O:28][C:29]([NH:31][C:32]([N:8]1[CH2:13][CH2:12][CH:11]([C:14]([OH:16])=[O:15])[CH2:10][CH2:9]1)=[N:33][C:34]([O:36][C:37]([CH3:40])([CH3:39])[CH3:38])=[O:35])=[O:30])([CH3:24])[CH3:26], predict the reactants needed to synthesize it. The reactants are: FC(F)(F)C(O)=O.[NH:8]1[CH2:13][CH2:12][CH:11]([C:14]([OH:16])=[O:15])[CH2:10][CH2:9]1.C(N(CC)CC)C.[CH3:24][C:25]([O:28][C:29]([NH:31][C:32](N1C=CC=N1)=[N:33][C:34]([O:36][C:37]([CH3:40])([CH3:39])[CH3:38])=[O:35])=[O:30])([CH3:27])[CH3:26].